Dataset: Forward reaction prediction with 1.9M reactions from USPTO patents (1976-2016). Task: Predict the product of the given reaction. (1) Given the reactants [NH:1]1[CH2:6][CH2:5][CH:4]([CH2:7][NH:8][C:9](=[O:18])[O:10][CH2:11][C:12]2[CH:17]=[CH:16][CH:15]=[CH:14][CH:13]=2)[CH2:3][CH2:2]1.[O:19]1[C:21]2([CH2:26][CH2:25][O:24][CH2:23][CH2:22]2)[CH2:20]1, predict the reaction product. The product is: [OH:19][C:21]1([CH2:20][N:1]2[CH2:6][CH2:5][CH:4]([CH2:7][NH:8][C:9](=[O:18])[O:10][CH2:11][C:12]3[CH:17]=[CH:16][CH:15]=[CH:14][CH:13]=3)[CH2:3][CH2:2]2)[CH2:26][CH2:25][O:24][CH2:23][CH2:22]1. (2) Given the reactants [Br:1][C:2]1[C:3]2[N:4]([C:9]([NH:14][CH2:15][CH2:16][CH3:17])=[C:10]([S:12][CH3:13])[N:11]=2)[CH:5]=[C:6]([CH3:8])[CH:7]=1.[CH:18](=O)[CH2:19][CH3:20].S(=O)(=O)(O)O.[BH4-].[Na+].[OH-].[Na+], predict the reaction product. The product is: [Br:1][C:2]1[C:3]2[N:4]([C:9]([N:14]([CH2:18][CH2:19][CH3:20])[CH2:15][CH2:16][CH3:17])=[C:10]([S:12][CH3:13])[N:11]=2)[CH:5]=[C:6]([CH3:8])[CH:7]=1. (3) Given the reactants [C:1]([C:5]1[S:6][C:7]([C:28]([O:30]C)=[O:29])=[C:8]([CH2:10][NH:11][C:12]2[CH:17]=[CH:16][CH:15]=[C:14]([B:18]3[O:22][C:21]([CH3:24])([CH3:23])[C:20]([CH3:26])([CH3:25])[O:19]3)[C:13]=2[CH3:27])[N:9]=1)([CH3:4])([CH3:3])[CH3:2].[OH-].[Li+].O, predict the reaction product. The product is: [C:1]([C:5]1[S:6][C:7]([C:28]([OH:30])=[O:29])=[C:8]([CH2:10][NH:11][C:12]2[CH:17]=[CH:16][CH:15]=[C:14]([B:18]3[O:22][C:21]([CH3:23])([CH3:24])[C:20]([CH3:26])([CH3:25])[O:19]3)[C:13]=2[CH3:27])[N:9]=1)([CH3:4])([CH3:2])[CH3:3]. (4) Given the reactants [Cl:1][C:2]1[CH:7]=[CH:6][C:5]([S:8]([CH:11]2[CH2:16][CH2:15][NH:14][CH2:13][CH2:12]2)(=[O:10])=[O:9])=[CH:4][CH:3]=1.Cl[C:18]1[C:23]([Cl:24])=[CH:22][CH:21]=[CH:20][N:19]=1.CCN(C(C)C)C(C)C, predict the reaction product. The product is: [Cl:24][C:23]1[C:18]([N:14]2[CH2:15][CH2:16][CH:11]([S:8]([C:5]3[CH:4]=[CH:3][C:2]([Cl:1])=[CH:7][CH:6]=3)(=[O:9])=[O:10])[CH2:12][CH2:13]2)=[N:19][CH:20]=[CH:21][CH:22]=1. (5) Given the reactants [N+:1]([C:4]1[CH:12]=[C:11]2[C:7]([CH:8]=[N:9][NH:10]2)=[CH:6][CH:5]=1)([O-:3])=[O:2].CS(O[CH:18]1[CH2:23][CH2:22][N:21]([C:24]([O:26][C:27]([CH3:30])([CH3:29])[CH3:28])=[O:25])[CH2:20][CH2:19]1)(=O)=O.C(=O)([O-])[O-].[Cs+].[Cs+].O, predict the reaction product. The product is: [N+:1]([C:4]1[CH:12]=[C:11]2[C:7]([CH:8]=[N:9][N:10]2[CH:18]2[CH2:23][CH2:22][N:21]([C:24]([O:26][C:27]([CH3:30])([CH3:29])[CH3:28])=[O:25])[CH2:20][CH2:19]2)=[CH:6][CH:5]=1)([O-:3])=[O:2]. (6) The product is: [CH2:1]([O:3][C:4]([C:6]1[C:10](=[O:11])[O:9][N:8]([C:19]([O:18][C:15]2[CH:16]=[CH:17][CH:12]=[CH:13][CH:14]=2)=[S:20])[CH:7]=1)=[O:5])[CH3:2]. Given the reactants [CH2:1]([O:3][C:4]([C:6]1[C:10](=[O:11])[O:9][NH:8][CH:7]=1)=[O:5])[CH3:2].[CH:12]1[CH:17]=[CH:16][C:15]([O:18][C:19](Cl)=[S:20])=[CH:14][CH:13]=1.N1C=CC=CC=1.O, predict the reaction product. (7) Given the reactants C([O:3][C:4](=[O:30])[CH2:5][N:6]1[CH2:12][CH:11]([C:13]2[CH:18]=[CH:17][CH:16]=[CH:15][C:14]=2[Cl:19])[C:10]2[CH:20]=[C:21]([Cl:24])[CH:22]=[CH:23][C:9]=2[CH:8]([CH2:25][CH:26]([CH3:28])[CH3:27])[C:7]1=[O:29])C.[OH-].[Na+].Cl.ClCCl, predict the reaction product. The product is: [Cl:24][C:21]1[CH:22]=[CH:23][C:9]2[CH:8]([CH2:25][CH:26]([CH3:27])[CH3:28])[C:7](=[O:29])[N:6]([CH2:5][C:4]([OH:30])=[O:3])[CH2:12][CH:11]([C:13]3[CH:18]=[CH:17][CH:16]=[CH:15][C:14]=3[Cl:19])[C:10]=2[CH:20]=1. (8) Given the reactants CCN(C(C)C)C(C)C.[F:10][C:11]([F:28])([F:27])[O:12][C:13]1[CH:14]=[CH:15][CH:16]=[C:17]2[C:22]=1[O:21][C:20](=[O:23])[C:19]([C:24]([OH:26])=O)=[CH:18]2.CN(C(ON1N=NC2C=CC=NC1=2)=[N+](C)C)C.F[P-](F)(F)(F)(F)F.[N:53]1([S:59]([C:62]2[CH:67]=[CH:66][CH:65]=[CH:64][C:63]=2[C:68]2[CH:73]=[CH:72][CH:71]=[C:70]([NH2:74])[CH:69]=2)(=[O:61])=[O:60])[CH2:58][CH2:57][O:56][CH2:55][CH2:54]1, predict the reaction product. The product is: [N:53]1([S:59]([C:62]2[CH:67]=[CH:66][CH:65]=[CH:64][C:63]=2[C:68]2[CH:73]=[CH:72][CH:71]=[C:70]([NH:74][C:24]([C:19]3[C:20](=[O:23])[O:21][C:22]4[C:17]([CH:18]=3)=[CH:16][CH:15]=[CH:14][C:13]=4[O:12][C:11]([F:10])([F:28])[F:27])=[O:26])[CH:69]=2)(=[O:61])=[O:60])[CH2:54][CH2:55][O:56][CH2:57][CH2:58]1. (9) Given the reactants [OH:1][C:2]1[CH:3]=[C:4]2[C:9](=[CH:10][CH:11]=1)[C:8](=[O:12])[CH2:7][CH2:6][CH2:5]2.Cl[C:14]1[CH:19]=[CH:18][CH:17]=[C:16]([C:20]([F:23])([F:22])[F:21])[N:15]=1.C(=O)([O-])[O-].[K+].[K+], predict the reaction product. The product is: [F:21][C:20]([F:23])([F:22])[C:16]1[N:15]=[C:14]([O:1][C:2]2[CH:3]=[C:4]3[C:9](=[CH:10][CH:11]=2)[C:8](=[O:12])[CH2:7][CH2:6][CH2:5]3)[CH:19]=[CH:18][CH:17]=1.